Dataset: Full USPTO retrosynthesis dataset with 1.9M reactions from patents (1976-2016). Task: Predict the reactants needed to synthesize the given product. (1) Given the product [Br:1][C:2]1[CH:3]=[CH:4][C:5]([C:13]([N:15]2[CH2:16][CH2:17][N:18]([C:21]3[C:26]([CH3:27])=[CH:25][C:24]([CH3:28])=[CH:23][N:22]=3)[CH2:19][CH2:20]2)=[O:14])=[C:6]([N:8]([CH3:31])[S:9]([CH3:12])(=[O:11])=[O:10])[CH:7]=1, predict the reactants needed to synthesize it. The reactants are: [Br:1][C:2]1[CH:3]=[CH:4][C:5]([C:13]([N:15]2[CH2:20][CH2:19][N:18]([C:21]3[C:26]([CH3:27])=[CH:25][C:24]([CH3:28])=[CH:23][N:22]=3)[CH2:17][CH2:16]2)=[O:14])=[C:6]([NH:8][S:9]([CH3:12])(=[O:11])=[O:10])[CH:7]=1.[H-].[Na+].[CH3:31]I.O. (2) Given the product [C:1]12([NH:11][CH2:12][C:13]3[CH:18]=[CH:17][C:16](/[CH:19]=[CH:20]/[C:21]([OH:23])=[O:22])=[CH:15][CH:14]=3)[CH2:2][CH:3]3[CH2:9][CH:7]([CH2:6][CH:5]([CH2:4]3)[CH2:10]1)[CH2:8]2, predict the reactants needed to synthesize it. The reactants are: [C:1]12([NH:11][CH2:12][C:13]3[CH:18]=[CH:17][C:16](/[CH:19]=[CH:20]/[C:21]([O:23]C)=[O:22])=[CH:15][CH:14]=3)[CH2:10][CH:5]3[CH2:6][CH:7]([CH2:9][CH:3]([CH2:4]3)[CH2:2]1)[CH2:8]2.[OH-].[Na+].Cl. (3) Given the product [CH:13]([O:11][C:10](=[O:12])[CH2:9][C:6]1[CH:5]=[CH:4][C:3]([O:2][CH3:1])=[CH:8][CH:7]=1)([CH3:15])[CH3:14], predict the reactants needed to synthesize it. The reactants are: [CH3:1][O:2][C:3]1[CH:8]=[CH:7][C:6]([CH2:9][C:10]([OH:12])=[O:11])=[CH:5][CH:4]=1.[CH:13](O)([CH3:15])[CH3:14].C1(P(C2C=CC=CC=2)C2C=CC=CC=2)C=CC=CC=1.